Dataset: Peptide-MHC class I binding affinity with 185,985 pairs from IEDB/IMGT. Task: Regression. Given a peptide amino acid sequence and an MHC pseudo amino acid sequence, predict their binding affinity value. This is MHC class I binding data. (1) The peptide sequence is GRHNCRCCW. The MHC is Mamu-B17 with pseudo-sequence Mamu-B17. The binding affinity (normalized) is 0.455. (2) The peptide sequence is ISDPLTSGL. The MHC is HLA-A01:01 with pseudo-sequence HLA-A01:01. The binding affinity (normalized) is 0.359. (3) The peptide sequence is KAINVLRGFR. The MHC is HLA-A31:01 with pseudo-sequence HLA-A31:01. The binding affinity (normalized) is 1.00. (4) The peptide sequence is HICLLRPLLW. The MHC is Mamu-B17 with pseudo-sequence Mamu-B17. The binding affinity (normalized) is 0.396.